Dataset: Catalyst prediction with 721,799 reactions and 888 catalyst types from USPTO. Task: Predict which catalyst facilitates the given reaction. Reactant: [Cl:1][C:2]([F:16])([F:15])[C:3]1[NH:8][C:7](=[O:9])[C:6]([C:10]([O:12]C)=O)=[CH:5][C:4]=1[I:14].[CH3:17][CH2:18][CH:19]([NH2:22])[CH2:20][CH3:21].Cl. Product: [Cl:1][C:2]([F:16])([F:15])[C:3]1[NH:8][C:7](=[O:9])[C:6]([C:10]([NH:22][CH:19]([CH2:20][CH3:21])[CH2:18][CH3:17])=[O:12])=[CH:5][C:4]=1[I:14]. The catalyst class is: 10.